Dataset: Catalyst prediction with 721,799 reactions and 888 catalyst types from USPTO. Task: Predict which catalyst facilitates the given reaction. Reactant: [CH:1]1([N:6]2[C:10]3[N:11]=[C:12]([NH2:15])[N:13]=[CH:14][C:9]=3[C:8]3[CH:16]=[CH:17][N:18]=[CH:19][C:7]2=3)[CH2:5][CH2:4][CH2:3][CH2:2]1.Cl[C:21]1[N:26]=[CH:25][C:24]([N:27]2[CH2:32][CH2:31][N:30]([CH2:33][CH2:34][O:35][Si:36]([C:39]([CH3:42])([CH3:41])[CH3:40])([CH3:38])[CH3:37])[CH2:29][CH2:28]2)=[CH:23][CH:22]=1.CC(C)([O-])C.[Na+].C1(P(C2C=CC=CC=2)C2C3OC4C(=CC=CC=4P(C4C=CC=CC=4)C4C=CC=CC=4)C(C)(C)C=3C=CC=2)C=CC=CC=1. Product: [Si:36]([O:35][CH2:34][CH2:33][N:30]1[CH2:31][CH2:32][N:27]([C:24]2[CH:23]=[CH:22][C:21]([NH:15][C:12]3[N:13]=[CH:14][C:9]4[C:8]5[CH:16]=[CH:17][N:18]=[CH:19][C:7]=5[N:6]([CH:1]5[CH2:2][CH2:3][CH2:4][CH2:5]5)[C:10]=4[N:11]=3)=[N:26][CH:25]=2)[CH2:28][CH2:29]1)([C:39]([CH3:42])([CH3:40])[CH3:41])([CH3:37])[CH3:38]. The catalyst class is: 102.